From a dataset of Forward reaction prediction with 1.9M reactions from USPTO patents (1976-2016). Predict the product of the given reaction. Given the reactants I[C:2]1[CH:15]=[CH:14][CH:13]=[C:12]2[C:3]=1[NH:4][C:5]1[C:6]([C:17]([O:19][CH3:20])=[O:18])=[CH:7][CH:8]=[CH:9][C:10]=1[C:11]2=[O:16].[I:21]C1C=C2C(NC3C(C(O)=O)=CC=CC=3C2=O)=CC=1.[K+].[Br-].IC1C=C2C(=CC=1)N=C(C(OCC)=O)C=C2.IC1C=C2C(=CC=1)N=C(C(OCC)=O)C=N2.C(N(CC)CCNC(C1C(=O)C2C(=CC=C(I)C=2)NC=1)=O)C, predict the reaction product. The product is: [I:21][C:14]1[CH:13]=[C:12]2[C:3]([NH:4][C:5]3[C:6]([C:17]([O:19][CH3:20])=[O:18])=[CH:7][CH:8]=[CH:9][C:10]=3[C:11]2=[O:16])=[CH:2][CH:15]=1.